Dataset: Experimentally validated miRNA-target interactions with 360,000+ pairs, plus equal number of negative samples. Task: Binary Classification. Given a miRNA mature sequence and a target amino acid sequence, predict their likelihood of interaction. (1) The miRNA is hsa-miR-520d-3p with sequence AAAGUGCUUCUCUUUGGUGGGU. The protein sequence of the target gene is MAAQLLEEKLTCAICLGLYQDPVTLPCGHNFCGACIRDWWDRCGKACPECREPFPDGAELRRNVALSGVLEVVRAGPARDPGPDPGPGPDPAARCPRHGRPLELFCRTEGRCVCSVCTVRECRLHERALLDAERLKREAQLRASLEVTQQQATQAEGQLLELRKQSSQIQNSACILASWVSGKFSSLLQALEIQHTTALRSIEVAKTQALAQARDEEQRLRVHLEAVARHGCRIRELLEQVDEQTFLQESQLLQPPGPLGPLTPLQWDEDQQLGDLKQLLSRLCGLLLEEGSHPGAPAKP.... Result: 1 (interaction). (2) The miRNA is hsa-miR-513c-3p with sequence UAAAUUUCACCUUUCUGAGAAGA. The protein sequence of the target gene is MQDDLLMDKSKTQPQPQQQQRQQQQPQPESSVSEAPSTPLSSETPKPEENSAVPALSPAAAPPAPNGPDKMQMESPLLPGLSFHQPPQQPPPPQEPAAPGASLSPSFGSTWSTGTTNAVEDSFFQGITPVNGTMLFQNFPHHVNPVFGGTFSPQIGLAQTQHHQQPPPPAPAPQPAQPAQPPQAQPPQQRRSPASPSQAPYAQRSAAAAYGHQPIMTSKPSSSSAVAAAAAAAAASSASSSWNTHQSVNAAWSAPSNPWGGLQAGRDPRRAVGVGVGVGVGVPSPLNPISPLKKPFSSNV.... Result: 1 (interaction). (3) The miRNA is hsa-miR-590-3p with sequence UAAUUUUAUGUAUAAGCUAGU. The protein sequence of the target gene is MLPRTKYNRFRNDSVTSVDDLLHSLSVSGGGGKVSAARATPAAAPYLVSGEALRKAPDDGPGSLGHLLHKVSHLKLSSSGLRGLSSAARERAGARLSGSCSAPSLAAPDGSAPSAPRAPAMSAARKGRPGDEPLPRPPRGAPHASDQVLGPGVTYVVKYLGCIEVLRSMRSLDFSTRTQITREAISRVCEAVPGAKGAFKKRKPPSKMLSSILGKSNLQFAGMSISLTISTASLNLRTPDSKQIIANHHMRSISFASGGDPDTTDYVAYVAKDPVNRRACHILECCDGLAQDVIGSIGQA.... Result: 0 (no interaction). (4) The miRNA is hsa-miR-4738-5p with sequence ACCAGCGCGUUUUCAGUUUCAU. The protein sequence of the target gene is MAEQWELDEEGIRRLGALTLEQPELVESLSLQGSYAGKIHSIGDAFRNFKNLRSLDLSRNLITSLKGIQYLCSLQDLNLYYNNIPSLVEVSRLQPLPFLKELDLRLNPVVRKDTDYRLFAVYTLQTLEKLDDRTVREGERKAAKLHFSQLGNSENFLLEVEKSSREKTMKNCVTGESSASKVSANVDSRIEMDSNKGLFIPFPNREIKDSLSTSATQGNGTRDQKLDTFPLGTQTQEVARREMPSDNHQEDEFRHYSPRQSTVRSPEKMTREGYQVSFLDNKSSGSSPEKELIPKPDTFH.... Result: 0 (no interaction). (5) The miRNA is hsa-miR-938 with sequence UGCCCUUAAAGGUGAACCCAGU. The protein sequence of the target gene is MAATLQFLVCLVVAICLLSGVTTTQPHAGQPMDSTSVGGGLQEPEAPEVMFELLWAGLELDVMGQLHIQDEELASTHPGRRLRLLLQHHVPSDLEGTEQWLQQLQDLRKGPPLSTWDFEHLLLTGLSCVYRLHAASEAEERGRWAQVFALLAQETLWDLCKGFCPQDRPPSLGSWASILDPFP. Result: 1 (interaction).